Dataset: Forward reaction prediction with 1.9M reactions from USPTO patents (1976-2016). Task: Predict the product of the given reaction. (1) The product is: [CH2:1]([O:3][C:4]([C:6]1[C:7]2[S:14][CH:13]=[C:12]([CH2:15][O:16][C:17]3[CH:22]=[C:21]([NH:23][C:25](=[O:34])[C:26]4[CH:31]=[CH:30][CH:29]=[C:28]([O:32][CH3:33])[CH:27]=4)[CH:20]=[CH:19][C:18]=3[CH3:24])[C:8]=2[CH:9]=[N:10][CH:11]=1)=[O:5])[CH3:2]. Given the reactants [CH2:1]([O:3][C:4]([C:6]1[C:7]2[S:14][CH:13]=[C:12]([CH2:15][O:16][C:17]3[CH:22]=[C:21]([NH2:23])[CH:20]=[CH:19][C:18]=3[CH3:24])[C:8]=2[CH:9]=[N:10][CH:11]=1)=[O:5])[CH3:2].[C:25](Cl)(=[O:34])[C:26]1[CH:31]=[CH:30][CH:29]=[C:28]([O:32][CH3:33])[CH:27]=1, predict the reaction product. (2) Given the reactants [C:1]([C:3]1[CH:8]=[CH:7][C:6]([NH:9][S:10]([C@H:13]2[C@@H:18]([CH2:19]O)[C@@H:17]3[CH2:21][C@H:14]2[CH:15]=[CH:16]3)(=[O:12])=[O:11])=[CH:5][C:4]=1[C:22]([F:25])([F:24])[F:23])#[N:2].C1(P(C2C=CC=CC=2)C2C=CC=CC=2)C=CC=CC=1.CC(OC(/N=N/C(OC(C)C)=O)=O)C, predict the reaction product. The product is: [O:11]=[S:10]1(=[O:12])[N:9]([C:6]2[CH:7]=[CH:8][C:3]([C:1]#[N:2])=[C:4]([C:22]([F:25])([F:24])[F:23])[CH:5]=2)[CH2:19][C@H:18]2[C@@H:13]1[C@@H:14]1[CH2:21][C@H:17]2[CH:16]=[CH:15]1. (3) Given the reactants FC(F)(F)C(O)=O.[N:8]1([C:14]([C:16]2[CH:21]=[CH:20][C:19]([C:22]3[CH:27]=[CH:26][CH:25]=[C:24]([NH:28][C:29]([CH:31]4[CH2:35][CH2:34][CH2:33][CH2:32]4)=[O:30])[CH:23]=3)=[CH:18][CH:17]=2)=[O:15])[CH2:13][CH2:12][NH:11][CH2:10][CH2:9]1.[OH:36][C:37]1([C:40](O)=[O:41])[CH2:39][CH2:38]1.N1C=CC=CC=1.CN(C(ON1N=NC2C=CC=CC1=2)=[N+](C)C)C.F[P-](F)(F)(F)(F)F.CCN(C(C)C)C(C)C, predict the reaction product. The product is: [OH:36][C:37]1([C:40]([N:11]2[CH2:12][CH2:13][N:8]([C:14]([C:16]3[CH:17]=[CH:18][C:19]([C:22]4[CH:27]=[CH:26][CH:25]=[C:24]([NH:28][C:29]([CH:31]5[CH2:35][CH2:34][CH2:33][CH2:32]5)=[O:30])[CH:23]=4)=[CH:20][CH:21]=3)=[O:15])[CH2:9][CH2:10]2)=[O:41])[CH2:39][CH2:38]1. (4) Given the reactants [Cl:1][C:2]1[CH:3]=[C:4]([S:8]([NH:11][C:12]2[C:13]3[C:21]([C:22]4[CH:27]=[CH:26][CH:25]=[C:24]([O:28][CH3:29])[CH:23]=4)=[C:20]([CH3:30])[S:19][C:14]=3[NH:15][C:16](=O)[CH:17]=2)(=[O:10])=[O:9])[CH:5]=[CH:6][CH:7]=1.C1(P(Cl)([Cl:39])=O)C=CC=CC=1, predict the reaction product. The product is: [Cl:1][C:2]1[CH:3]=[C:4]([S:8]([NH:11][C:12]2[CH:17]=[C:16]([Cl:39])[N:15]=[C:14]3[S:19][C:20]([CH3:30])=[C:21]([C:22]4[CH:27]=[CH:26][CH:25]=[C:24]([O:28][CH3:29])[CH:23]=4)[C:13]=23)(=[O:9])=[O:10])[CH:5]=[CH:6][CH:7]=1. (5) The product is: [F:26][C:27]1[CH:32]=[CH:31][C:30]([F:33])=[CH:29][C:28]=1[C:2]1[CH:3]=[N:4][CH:5]=[C:6]2[C:11]=1[N:10]=[C:9]([C:12]([NH:14][CH2:15][C:16]1[CH:21]=[CH:20][C:19]([S:22]([CH3:25])(=[O:24])=[O:23])=[CH:18][CH:17]=1)=[O:13])[CH:8]=[CH:7]2. Given the reactants Br[C:2]1[CH:3]=[N:4][CH:5]=[C:6]2[C:11]=1[N:10]=[C:9]([C:12]([NH:14][CH2:15][C:16]1[CH:21]=[CH:20][C:19]([S:22]([CH3:25])(=[O:24])=[O:23])=[CH:18][CH:17]=1)=[O:13])[CH:8]=[CH:7]2.[F:26][C:27]1[CH:32]=[CH:31][C:30]([F:33])=[CH:29][C:28]=1B(O)O.C(=O)([O-])[O-].[Cs+].[Cs+], predict the reaction product.